From a dataset of CYP2D6 substrate classification data from Carbon-Mangels et al.. Regression/Classification. Given a drug SMILES string, predict its absorption, distribution, metabolism, or excretion properties. Task type varies by dataset: regression for continuous measurements (e.g., permeability, clearance, half-life) or binary classification for categorical outcomes (e.g., BBB penetration, CYP inhibition). Dataset: cyp2d6_substrate_carbonmangels. (1) The compound is Clc1ccccc1C(c1ccccc1)(c1ccccc1)n1ccnc1. The result is 0 (non-substrate). (2) The drug is CCc1nc(N)nc(N)c1-c1ccc(Cl)cc1. The result is 0 (non-substrate). (3) The drug is CCN(CC)C(=O)[C@]1(c2ccccc2)C[C@@H]1CN. The result is 0 (non-substrate).